This data is from Peptide-MHC class I binding affinity with 185,985 pairs from IEDB/IMGT. The task is: Regression. Given a peptide amino acid sequence and an MHC pseudo amino acid sequence, predict their binding affinity value. This is MHC class I binding data. (1) The peptide sequence is SEINNLNLT. The MHC is HLA-B39:01 with pseudo-sequence HLA-B39:01. The binding affinity (normalized) is 0.0847. (2) The peptide sequence is VLDMCAALK. The MHC is HLA-A11:01 with pseudo-sequence HLA-A11:01. The binding affinity (normalized) is 0.648. (3) The peptide sequence is GDYKLVEI. The MHC is HLA-A23:01 with pseudo-sequence HLA-A23:01. The binding affinity (normalized) is 0.0779. (4) The peptide sequence is MARDTAEAA. The MHC is HLA-B07:02 with pseudo-sequence HLA-B07:02. The binding affinity (normalized) is 0. (5) The binding affinity (normalized) is 0. The peptide sequence is AGIDNYNKF. The MHC is HLA-A29:02 with pseudo-sequence HLA-A29:02. (6) The peptide sequence is PPQATAKYL. The MHC is HLA-A24:03 with pseudo-sequence HLA-A24:03. The binding affinity (normalized) is 0.152.